Dataset: Peptide-MHC class II binding affinity with 134,281 pairs from IEDB. Task: Regression. Given a peptide amino acid sequence and an MHC pseudo amino acid sequence, predict their binding affinity value. This is MHC class II binding data. (1) The peptide sequence is GLVPKLDAAYSVAYK. The MHC is DRB1_0802 with pseudo-sequence DRB1_0802. The binding affinity (normalized) is 0.363. (2) The binding affinity (normalized) is 0.570. The peptide sequence is IQRTVFFVLMMLVAP. The MHC is DRB1_0701 with pseudo-sequence DRB1_0701. (3) The peptide sequence is NRNNTFKPFAEYKSD. The MHC is DRB3_0202 with pseudo-sequence DRB3_0202. The binding affinity (normalized) is 0. (4) The MHC is DRB1_0101 with pseudo-sequence DRB1_0101. The peptide sequence is EKKYFAATQFEPLAP. The binding affinity (normalized) is 0.610. (5) The peptide sequence is FACVVAEAVVKTLQP. The MHC is DRB1_0101 with pseudo-sequence DRB1_0101. The binding affinity (normalized) is 0.658. (6) The peptide sequence is PKYVKQFTLKLAT. The binding affinity (normalized) is 0.787. The MHC is DRB1_0101 with pseudo-sequence DRB1_0101. (7) The peptide sequence is AFLIGANYLGKPKEQ. The MHC is DRB1_0401 with pseudo-sequence DRB1_0401. The binding affinity (normalized) is 0.740.